Dataset: Forward reaction prediction with 1.9M reactions from USPTO patents (1976-2016). Task: Predict the product of the given reaction. (1) Given the reactants [F:1][C:2]1[C:11]([O:12]C(=O)C)=[CH:10][CH:9]=[C:8]2[C:3]=1[C:4](=O)[CH:5]=[CH:6][NH:7]2.O=P(Cl)(Cl)[Cl:19], predict the reaction product. The product is: [Cl:19][C:4]1[C:3]2[C:8](=[CH:9][CH:10]=[C:11]([OH:12])[C:2]=2[F:1])[N:7]=[CH:6][CH:5]=1. (2) Given the reactants [Cl:1][C:2]1[CH:7]=[CH:6][C:5]([C@@:8]23[O:15][C@:12]([CH:16]([OH:23])[C:17]#[C:18][Si](C)(C)C)([CH2:13][O:14]2)[C@@H:11]([OH:24])[C@H:10]([OH:25])[C@H:9]3[OH:26])=[CH:4][C:3]=1[CH2:27][C:28]1[CH:33]=[CH:32][C:31]([O:34][CH2:35][CH3:36])=[CH:30][CH:29]=1.[OH-].[Na+].[Cl-].[NH4+], predict the reaction product. The product is: [Cl:1][C:2]1[CH:7]=[CH:6][C:5]([C@@:8]23[O:15][C@:12]([CH:16]([OH:23])[C:17]#[CH:18])([CH2:13][O:14]2)[C@@H:11]([OH:24])[C@H:10]([OH:25])[C@H:9]3[OH:26])=[CH:4][C:3]=1[CH2:27][C:28]1[CH:29]=[CH:30][C:31]([O:34][CH2:35][CH3:36])=[CH:32][CH:33]=1. (3) Given the reactants [F:1][C:2]1[CH:7]=[CH:6][C:5]([N:8]2[C:16]3[C:11](=[CH:12][C:13]([CH:17]([C:29]4[CH:34]=[CH:33][CH:32]=[CH:31][CH:30]=4)[CH:18]([C:23]4[CH:28]=[CH:27][CH:26]=[CH:25][CH:24]=4)[C:19]([O:21]C)=[O:20])=[CH:14][CH:15]=3)[CH:10]=[N:9]2)=[CH:4][CH:3]=1.Cl, predict the reaction product. The product is: [F:1][C:2]1[CH:3]=[CH:4][C:5]([N:8]2[C:16]3[C:11](=[CH:12][C:13]([CH:17]([C:29]4[CH:30]=[CH:31][CH:32]=[CH:33][CH:34]=4)[CH:18]([C:23]4[CH:28]=[CH:27][CH:26]=[CH:25][CH:24]=4)[C:19]([OH:21])=[O:20])=[CH:14][CH:15]=3)[CH:10]=[N:9]2)=[CH:6][CH:7]=1. (4) The product is: [Li+:29].[C:22]1([CH3:27])[CH:23]=[CH:24][CH:25]=[CH:26][C:21]=1[CH:16]1[CH2:15][CH2:14][C:13]2[C:18](=[CH:19][CH:20]=[C:11]([O:10][C:8]3[S:9][C:5]([C:3]([O-:4])=[O:2])=[CH:6][N:7]=3)[CH:12]=2)[O:17]1. Given the reactants C[O:2][C:3]([C:5]1[S:9][C:8]([O:10][C:11]2[CH:12]=[C:13]3[C:18](=[CH:19][CH:20]=2)[O:17][CH:16]([C:21]2[CH:26]=[CH:25][CH:24]=[CH:23][C:22]=2[CH3:27])[CH2:15][CH2:14]3)=[N:7][CH:6]=1)=[O:4].[OH-].[Li+:29], predict the reaction product. (5) Given the reactants [CH3:1][O:2][C:3]([C:5]1[S:6][C:7]([C:11]#[C:12][C:13]([CH3:16])([CH3:15])[CH3:14])=[CH:8][C:9]=1[NH2:10])=[O:4].[N:17]1([CH:22]2[CH2:27][CH2:26][C:25](=O)[CH2:24][CH2:23]2)[CH:21]=[N:20][CH:19]=[N:18]1.C([Sn](Cl)(Cl)CCCC)CCC.C1([SiH3])C=CC=CC=1, predict the reaction product. The product is: [CH3:1][O:2][C:3]([C:5]1[S:6][C:7]([C:11]#[C:12][C:13]([CH3:16])([CH3:15])[CH3:14])=[CH:8][C:9]=1[NH:10][CH:25]1[CH2:26][CH2:27][CH:22]([N:17]2[CH:21]=[N:20][CH:19]=[N:18]2)[CH2:23][CH2:24]1)=[O:4]. (6) Given the reactants [CH:1]([NH:4][C:5]1[C:10]2[C:11]([C:23]3[N:28]=[CH:27][N:26]=[C:25]([C:29]([N:31]([CH3:33])[CH3:32])=[O:30])[CH:24]=3)=[N:12][N:13](CC3C=CC(OC)=CC=3)[C:9]=2[CH:8]=[CH:7][N:6]=1)([CH3:3])[CH3:2].C(NC1C2C(C3N=CN=C(C(O)=O)C=3)=NN(CC3C=CC(OC)=CC=3)C=2C=CN=1)(C)C.C(Cl)(=O)C(Cl)=O.Cl.CNC, predict the reaction product. The product is: [CH:1]([NH:4][C:5]1[C:10]2[C:11]([C:23]3[N:28]=[CH:27][N:26]=[C:25]([C:29]([N:31]([CH3:33])[CH3:32])=[O:30])[CH:24]=3)=[N:12][NH:13][C:9]=2[CH:8]=[CH:7][N:6]=1)([CH3:3])[CH3:2]. (7) The product is: [CH3:11][C:6]1([CH3:12])[C:5]2[C:9](=[CH:10][C:2]([C:15]#[N:17])=[C:3]([CH3:13])[CH:4]=2)[NH:8][CH2:7]1. Given the reactants Br[C:2]1[CH:10]=[C:9]2[C:5]([C:6]([CH3:12])([CH3:11])[CH2:7][NH:8]2)=[CH:4][C:3]=1[CH3:13].C[C:15]([N:17](C)C)=O, predict the reaction product.